Dataset: TCR-epitope binding with 47,182 pairs between 192 epitopes and 23,139 TCRs. Task: Binary Classification. Given a T-cell receptor sequence (or CDR3 region) and an epitope sequence, predict whether binding occurs between them. (1) The epitope is SFHSLHLLF. The TCR CDR3 sequence is CAWNRGMNTEAFF. Result: 0 (the TCR does not bind to the epitope). (2) The epitope is GLCTLVAML. The TCR CDR3 sequence is CASSTQAQETQYF. Result: 1 (the TCR binds to the epitope). (3) The epitope is KRWIILGLNK. The TCR CDR3 sequence is CASSYSFLGKDNSPLHF. Result: 0 (the TCR does not bind to the epitope). (4) The epitope is GTSGSPIVNR. The TCR CDR3 sequence is CASTRGGGGYEQYF. Result: 1 (the TCR binds to the epitope). (5) The epitope is TSDLATNNLVVMAY. The TCR CDR3 sequence is CAHDIGQGANQPQHF. Result: 0 (the TCR does not bind to the epitope). (6) The epitope is YIFFASFYY. The TCR CDR3 sequence is CASSQWGTSQEETQYF. Result: 0 (the TCR does not bind to the epitope). (7) The epitope is NEGVKAAW. The TCR CDR3 sequence is CASRRDRGNTGELFF. Result: 0 (the TCR does not bind to the epitope). (8) The epitope is NQKLIANQF. The TCR CDR3 sequence is CASSLGKTSETEETQYF. Result: 0 (the TCR does not bind to the epitope). (9) The epitope is FLLNKEMYL. The TCR CDR3 sequence is CASSARGAWGNQPQHF. Result: 0 (the TCR does not bind to the epitope).